This data is from Peptide-MHC class II binding affinity with 134,281 pairs from IEDB. The task is: Regression. Given a peptide amino acid sequence and an MHC pseudo amino acid sequence, predict their binding affinity value. This is MHC class II binding data. (1) The peptide sequence is AFPVAATAANAAPAN. The MHC is HLA-DPA10201-DPB11401 with pseudo-sequence HLA-DPA10201-DPB11401. The binding affinity (normalized) is 0.0490. (2) The peptide sequence is EKKYFAARQFEPLAA. The MHC is DRB1_0101 with pseudo-sequence DRB1_0101. The binding affinity (normalized) is 0.683. (3) The peptide sequence is MGRDIKVQFQSGGAN. The MHC is DRB3_0101 with pseudo-sequence DRB3_0101. The binding affinity (normalized) is 0.232. (4) The peptide sequence is LECFVRSTPASFEKK. The MHC is DRB1_1101 with pseudo-sequence DRB1_1101. The binding affinity (normalized) is 0.752. (5) The peptide sequence is MKDLDEPGHLAPTGM. The MHC is HLA-DQA10102-DQB10502 with pseudo-sequence HLA-DQA10102-DQB10502. The binding affinity (normalized) is 0.0232. (6) The peptide sequence is LHFSEALHIIAGTPE. The MHC is HLA-DPA10103-DPB10201 with pseudo-sequence HLA-DPA10103-DPB10201. The binding affinity (normalized) is 0.477.